Dataset: Catalyst prediction with 721,799 reactions and 888 catalyst types from USPTO. Task: Predict which catalyst facilitates the given reaction. (1) Reactant: [CH3:1][O:2][C:3]1[CH:8]=[CH:7][C:6]([CH:9]([C:11]2[NH:19][C:14]3=[CH:15][N:16]=[CH:17][CH:18]=[C:13]3[CH:12]=2)[OH:10])=[CH:5][CH:4]=1. Product: [CH3:1][O:2][C:3]1[CH:8]=[CH:7][C:6]([C:9]([C:11]2[NH:19][C:14]3=[CH:15][N:16]=[CH:17][CH:18]=[C:13]3[CH:12]=2)=[O:10])=[CH:5][CH:4]=1. The catalyst class is: 7. (2) The catalyst class is: 5. Reactant: [CH2:1]([N:13]1[CH2:17][CH2:16][CH2:15][CH2:14]1)[CH2:2][CH2:3][CH2:4][CH2:5][CH2:6][CH2:7][CH2:8][CH2:9][CH2:10][CH2:11][CH3:12].[Br:18][CH2:19][CH2:20][CH2:21][Cl:22]. Product: [Br-:18].[Cl:22][CH2:21][CH2:20][CH2:19][N+:13]1([CH2:1][CH2:2][CH2:3][CH2:4][CH2:5][CH2:6][CH2:7][CH2:8][CH2:9][CH2:10][CH2:11][CH3:12])[CH2:14][CH2:15][CH2:16][CH2:17]1. (3) Reactant: Cl.[CH2:2]([C:4]1[CH:23]=[CH:22][CH:21]=[C:20]([CH3:24])[C:5]=1[CH2:6][NH:7][C:8]1[C:9]2[N:10]([N:16]=[C:17]([CH3:19])[N:18]=2)[CH:11]=[C:12]([CH2:14][Cl:15])[CH:13]=1)[CH3:3].[CH3:25][NH:26][CH3:27]. Product: [ClH:15].[CH2:2]([C:4]1[CH:23]=[CH:22][CH:21]=[C:20]([CH3:24])[C:5]=1[CH2:6][NH:7][C:8]1[C:9]2[N:10]([N:16]=[C:17]([CH3:19])[N:18]=2)[CH:11]=[C:12]([CH2:14][N:26]([CH3:27])[CH3:25])[CH:13]=1)[CH3:3]. The catalyst class is: 1. (4) Reactant: Cl.Cl[CH2:3][C:4]1[C:16]2[NH:15][C:14]3[C:9](=[CH:10][CH:11]=[CH:12][CH:13]=3)[C:8]=2[CH2:7][CH2:6][N:5]=1.[NH:17]1[CH2:22][CH2:21][O:20][CH2:19][CH2:18]1.[BH4-].[Na+].[OH-].[Na+]. Product: [N:17]1([CH2:3][CH:4]2[C:16]3[NH:15][C:14]4[C:9](=[CH:10][CH:11]=[CH:12][CH:13]=4)[C:8]=3[CH2:7][CH2:6][NH:5]2)[CH2:22][CH2:21][O:20][CH2:19][CH2:18]1. The catalyst class is: 5. (5) Reactant: C([O-])(O)=O.[Na+:5].[O-]S([O-])=O.[Na+].[Na+].[S:12]1[C:16]2[CH:17]=[C:18]([S:21](Cl)(=[O:23])=[O:22])[CH:19]=[CH:20][C:15]=2[N:14]=[CH:13]1. Product: [Na+:5].[S:12]1[C:16]2[CH:17]=[C:18]([S:21]([O-:23])=[O:22])[CH:19]=[CH:20][C:15]=2[N:14]=[CH:13]1. The catalyst class is: 6. (6) Reactant: [F:1][C:2]([F:44])([F:43])[C:3]1[CH:42]=[CH:41][C:6]([CH2:7][N:8]2[C:13](=[O:14])[C:12]([C:15]3[CH:20]=[CH:19][C:18]([Cl:21])=[CH:17][CH:16]=3)=[C:11]([C:22]3[CH:27]=[CH:26][C:25]([Cl:28])=[CH:24][CH:23]=3)[C:10]3=[N:29][N:30](COCC[Si](C)(C)C)[C:31](=[O:32])[N:9]23)=[CH:5][CH:4]=1. Product: [F:44][C:2]([F:1])([F:43])[C:3]1[CH:42]=[CH:41][C:6]([CH2:7][N:8]2[C:13](=[O:14])[C:12]([C:15]3[CH:20]=[CH:19][C:18]([Cl:21])=[CH:17][CH:16]=3)=[C:11]([C:22]3[CH:27]=[CH:26][C:25]([Cl:28])=[CH:24][CH:23]=3)[C:10]3=[N:29][NH:30][C:31](=[O:32])[N:9]23)=[CH:5][CH:4]=1. The catalyst class is: 89. (7) Reactant: [F:1][C:2]1[C:16]([CH2:17][NH2:18])=[CH:15][C:5]2[N:6]([CH:9]3[CH2:14][CH2:13][CH2:12][CH2:11][O:10]3)[CH:7]=[N:8][C:4]=2[CH:3]=1.[CH3:19][C:20]([O:23][C:24](O[C:24]([O:23][C:20]([CH3:22])([CH3:21])[CH3:19])=[O:25])=[O:25])([CH3:22])[CH3:21]. Product: [F:1][C:2]1[C:16]([CH2:17][NH:18][C:24](=[O:25])[O:23][C:20]([CH3:22])([CH3:21])[CH3:19])=[CH:15][C:5]2[N:6]([CH:9]3[CH2:14][CH2:13][CH2:12][CH2:11][O:10]3)[CH:7]=[N:8][C:4]=2[CH:3]=1. The catalyst class is: 2. (8) Reactant: [F:1][C:2]([F:7])([F:6])[C:3]([OH:5])=[O:4].[CH2:8]([O:12][C:13]1([C:37]2[CH:42]=[CH:41][CH:40]=[CH:39][C:38]=2[F:43])[CH2:16][N:15]([C:17](=[O:36])[C@H:18]([NH:28]C(=O)OC(C)(C)C)[CH2:19][C:20]2[CH:25]=[CH:24][C:23]([O:26][CH3:27])=[CH:22][CH:21]=2)[CH2:14]1)[CH2:9][CH2:10][CH3:11]. Product: [F:1][C:2]([F:7])([F:6])[C:3]([OH:5])=[O:4].[NH2:28][C@H:18]([CH2:19][C:20]1[CH:25]=[CH:24][C:23]([O:26][CH3:27])=[CH:22][CH:21]=1)[C:17]([N:15]1[CH2:16][C:13]([O:12][CH2:8][CH2:9][CH2:10][CH3:11])([C:37]2[CH:42]=[CH:41][CH:40]=[CH:39][C:38]=2[F:43])[CH2:14]1)=[O:36]. The catalyst class is: 4. (9) Reactant: [Si]([O:18][CH2:19][C@@H:20]([N:51]([CH2:64][CH2:65][CH:66]([CH3:68])[CH3:67])[S:52]([C:55]1[CH:60]=[CH:59][C:58]([N+:61]([O-:63])=[O:62])=[CH:57][CH:56]=1)(=[O:54])=[O:53])[CH2:21][CH2:22][C:23]1[CH:28]=[CH:27][CH:26]=[CH:25][C:24]=1[NH:29][C:30](=[O:50])[C@H:31]([CH:37]([C:44]1[CH:49]=[CH:48][CH:47]=[CH:46][CH:45]=1)[C:38]1[CH:43]=[CH:42][CH:41]=[CH:40][CH:39]=1)[NH:32][C:33]([O:35][CH3:36])=[O:34])(C(C)(C)C)(C1C=CC=CC=1)C1C=CC=CC=1.N1C=CC=CC=1. Product: [OH:18][CH2:19][C@@H:20]([N:51]([CH2:64][CH2:65][CH:66]([CH3:68])[CH3:67])[S:52]([C:55]1[CH:56]=[CH:57][C:58]([N+:61]([O-:63])=[O:62])=[CH:59][CH:60]=1)(=[O:53])=[O:54])[CH2:21][CH2:22][C:23]1[CH:28]=[CH:27][CH:26]=[CH:25][C:24]=1[NH:29][C:30](=[O:50])[C@H:31]([CH:37]([C:38]1[CH:43]=[CH:42][CH:41]=[CH:40][CH:39]=1)[C:44]1[CH:49]=[CH:48][CH:47]=[CH:46][CH:45]=1)[NH:32][C:33]([O:35][CH3:36])=[O:34]. The catalyst class is: 49.